This data is from Catalyst prediction with 721,799 reactions and 888 catalyst types from USPTO. The task is: Predict which catalyst facilitates the given reaction. (1) Reactant: [Cl:1][C:2]1[CH:11]=[C:10]2[C:5]([CH:6]([CH3:14])[CH:7]([CH2:12][CH3:13])[N:8]=[CH:9]2)=[CH:4][C:3]=1[O:15][CH2:16][CH2:17][O:18][CH3:19].CN([CH:23]=[C:24]([C:30](=[O:32])[CH3:31])[C:25]([O:27][CH2:28][CH3:29])=[O:26])C.Cl.O1CCOCC1. Product: [Cl:1][C:2]1[C:3]([O:15][CH2:16][CH2:17][O:18][CH3:19])=[CH:4][C:5]2[CH:6]([CH3:14])[CH:7]([CH2:12][CH3:13])[N:8]3[CH:9]([CH2:31][C:30](=[O:32])[C:24]([C:25]([O:27][CH2:28][CH3:29])=[O:26])=[CH:23]3)[C:10]=2[CH:11]=1. The catalyst class is: 16. (2) Reactant: [CH2:1]([NH:4][C:5]1[CH:18]=[CH:17][C:8]2[O:9][C:10]([F:16])([F:15])[C:11]([F:14])([F:13])[O:12][C:7]=2[CH:6]=1)[C:2]#[CH:3].[C:19]([N:22]=[C:23]=[S:24])(=[O:21])[CH3:20]. Product: [CH2:3]=[C:2]1[S:24][C:23](=[N:22][C:19](=[O:21])[CH3:20])[N:4]([C:5]2[CH:18]=[CH:17][C:8]3[O:9][C:10]([F:15])([F:16])[C:11]([F:14])([F:13])[O:12][C:7]=3[CH:6]=2)[CH2:1]1. The catalyst class is: 1. (3) The catalyst class is: 62. Reactant: Cl[C:2]1[N:10]=[C:9]2[C:5]([N:6]=[C:7]([CH2:12][CH2:13][N:14]3[CH2:19][CH2:18][C:17]([CH3:21])([OH:20])[CH2:16][CH2:15]3)[N:8]2[CH3:11])=[C:4]([N:22]2[CH2:27][CH2:26][O:25][CH2:24][CH2:23]2)[N:3]=1.[CH2:28]([C:30]1[NH:31][C:32]2[CH:38]=[CH:37][CH:36]=[CH:35][C:33]=2[N:34]=1)[CH3:29].CC(C1C=C(C(C)C)C(C2C=CC=CC=2P(C2CCCCC2)C2CCCCC2)=C(C(C)C)C=1)C.C([O-])([O-])=O.[Cs+].[Cs+]. Product: [CH2:28]([C:30]1[N:31]([C:2]2[N:10]=[C:9]3[C:5]([N:6]=[C:7]([CH2:12][CH2:13][N:14]4[CH2:19][CH2:18][C:17]([CH3:21])([OH:20])[CH2:16][CH2:15]4)[N:8]3[CH3:11])=[C:4]([N:22]3[CH2:27][CH2:26][O:25][CH2:24][CH2:23]3)[N:3]=2)[C:32]2[CH:38]=[CH:37][CH:36]=[CH:35][C:33]=2[N:34]=1)[CH3:29].